Dataset: Reaction yield outcomes from USPTO patents with 853,638 reactions. Task: Predict the reaction yield, written as a fraction of the theoretical maximum amount of product (1.0 means a 100% yield; for example, 0.34 means a 34% yield). The reactants are [CH3:1][N:2]1[CH:7]2[CH2:8][CH2:9][CH:3]1[CH2:4][NH:5][CH2:6]2.Br[C:11]1[CH:16]=[CH:15][CH:14]=[C:13]([C:17]([F:20])([F:19])[F:18])[CH:12]=1.CC(C)([O-])C.[Na+].C1(C)C=CC=CC=1. The catalyst is O.C1C=CC(/C=C/C(/C=C/C2C=CC=CC=2)=O)=CC=1.C1C=CC(/C=C/C(/C=C/C2C=CC=CC=2)=O)=CC=1.C1C=CC(/C=C/C(/C=C/C2C=CC=CC=2)=O)=CC=1.[Pd].[Pd]. The product is [CH3:1][N:2]1[CH:7]2[CH2:8][CH2:9][CH:3]1[CH2:4][N:5]([C:11]1[CH:16]=[CH:15][CH:14]=[C:13]([C:17]([F:20])([F:19])[F:18])[CH:12]=1)[CH2:6]2. The yield is 0.308.